This data is from Full USPTO retrosynthesis dataset with 1.9M reactions from patents (1976-2016). The task is: Predict the reactants needed to synthesize the given product. Given the product [C:22]([C:11]1([CH2:14][C:15]2[CH:16]=[CH:17][C:18]([F:21])=[CH:19][CH:20]=2)[CH2:12][CH2:13][NH:8][CH2:9][CH2:10]1)#[N:23], predict the reactants needed to synthesize it. The reactants are: C(OC([N:8]1[CH2:13][CH2:12][C:11]([C:22]#[N:23])([CH2:14][C:15]2[CH:20]=[CH:19][C:18]([F:21])=[CH:17][CH:16]=2)[CH2:10][CH2:9]1)=O)(C)(C)C.FC(F)(F)C(O)=O.